Task: Predict the reaction yield, written as a fraction of the theoretical maximum amount of product (1.0 means a 100% yield; for example, 0.34 means a 34% yield).. Dataset: Reaction yield outcomes from USPTO patents with 853,638 reactions (1) The reactants are [S:1]1[CH:5]=[CH:4][C:3]([C:6](=NO)C)=[CH:2]1.C(=O)([O-])[O-].[Na+].[Na+].P(Cl)(Cl)([Cl:18])=O.[CH3:21][N:22]([CH3:25])C=O.C([O-])(=O)C.[Na+]. The catalyst is ClCCCl.O. The product is [Cl:18][C:25]1[N:22]=[C:21]2[CH:4]=[CH:5][S:1][C:2]2=[CH:3][CH:6]=1. The yield is 0.380. (2) The reactants are Cl[C:2]1[C:11]2[CH2:10][CH2:9][CH2:8][CH2:7][C:6]=2[N:5]=[C:4]([NH2:12])[N:3]=1.[CH3:13][N:14]1[CH2:19][CH2:18][NH:17][CH2:16][CH2:15]1.CCN(CC)CC. The catalyst is CCO. The product is [CH3:13][N:14]1[CH2:19][CH2:18][N:17]([C:2]2[C:11]3[CH2:10][CH2:9][CH2:8][CH2:7][C:6]=3[N:5]=[C:4]([NH2:12])[N:3]=2)[CH2:16][CH2:15]1. The yield is 0.230. (3) The reactants are [Cl:1][C:2]1[N:7]=[C:6]([C:8]2[S:12][C:11]([CH:13]3[CH2:18][CH2:17][O:16][CH2:15][CH2:14]3)=[N:10][C:9]=2[C:19]2[C:20]([F:32])=[C:21]([NH:25]C(=O)OCC=C)[CH:22]=[CH:23][CH:24]=2)[CH:5]=[CH:4][N:3]=1.CC(O)=O.C([SnH](CCCC)CCCC)CCC. The catalyst is C(Cl)Cl.Cl[Pd](Cl)([P](C1C=CC=CC=1)(C1C=CC=CC=1)C1C=CC=CC=1)[P](C1C=CC=CC=1)(C1C=CC=CC=1)C1C=CC=CC=1. The product is [Cl:1][C:2]1[N:7]=[C:6]([C:8]2[S:12][C:11]([CH:13]3[CH2:18][CH2:17][O:16][CH2:15][CH2:14]3)=[N:10][C:9]=2[C:19]2[C:20]([F:32])=[C:21]([CH:22]=[CH:23][CH:24]=2)[NH2:25])[CH:5]=[CH:4][N:3]=1. The yield is 0.978. (4) The reactants are [CH3:1][O:2][C:3]1[CH:4]=[C:5]([C:11]2[C:20](=[O:21])[C:19]3[C:14](=[C:15]([CH3:23])[C:16]([OH:22])=[CH:17][CH:18]=3)[O:13][CH:12]=2)[CH:6]=[CH:7][C:8]=1[O:9][CH3:10].N1C=CC=CC=1.[C:30](OC(=O)C)(=[O:32])[CH3:31]. The yield is 0.420. No catalyst specified. The product is [C:30]([O:22][C:16]1[C:15]([CH3:23])=[C:14]2[C:19]([C:20](=[O:21])[C:11]([C:5]3[CH:6]=[CH:7][C:8]([O:9][CH3:10])=[C:3]([O:2][CH3:1])[CH:4]=3)=[CH:12][O:13]2)=[CH:18][CH:17]=1)(=[O:32])[CH3:31]. (5) The reactants are [C:1]([O:5][C:6]([N:8]1[CH2:13][CH2:12][C:11]([CH2:15]OS(C)(=O)=O)([CH3:14])[CH2:10][CH2:9]1)=[O:7])([CH3:4])([CH3:3])[CH3:2].[C-:21]#[N:22].[K+]. The catalyst is CS(C)=O.CCOC(C)=O.O. The product is [C:1]([O:5][C:6]([N:8]1[CH2:13][CH2:12][C:11]([CH2:15][C:21]#[N:22])([CH3:14])[CH2:10][CH2:9]1)=[O:7])([CH3:4])([CH3:3])[CH3:2]. The yield is 0.770. (6) The reactants are C([O:3][C:4]([C:6]12[CH2:24][CH:23]1[CH:22]=[CH:21][CH2:20][CH2:19][CH2:18][CH2:17][CH2:16][CH:15]([NH:25][C:26]([O:28][C:29]([CH3:32])([CH3:31])[CH3:30])=[O:27])[C:14](=[O:33])[N:13]1[CH:9]([CH2:10][CH:11]([O:34][Si:35]([C:38]([CH3:41])([CH3:40])[CH3:39])([CH3:37])[CH3:36])[CH2:12]1)[C:8](=[O:42])[NH:7]2)=[O:5])C.O.[OH-].[Li+]. The catalyst is C1COCC1.CO. The product is [C:29]([O:28][C:26]([NH:25][CH:15]1[C:14](=[O:33])[N:13]2[CH:9]([CH2:10][CH:11]([O:34][Si:35]([C:38]([CH3:40])([CH3:39])[CH3:41])([CH3:37])[CH3:36])[CH2:12]2)[C:8](=[O:42])[NH:7][C:6]2([C:4]([OH:5])=[O:3])[CH:23]([CH2:24]2)[CH:22]=[CH:21][CH2:20][CH2:19][CH2:18][CH2:17][CH2:16]1)=[O:27])([CH3:30])([CH3:31])[CH3:32]. The yield is 0.840.